From a dataset of Forward reaction prediction with 1.9M reactions from USPTO patents (1976-2016). Predict the product of the given reaction. (1) The product is: [C:20]([O:24][C:25](=[O:34])[NH:26][C@@H:27]([C@H:29]1[CH2:33][CH2:32][N:31]([C:7]2[C:6]([CH3:15])=[C:5]3[C:10]([C:11](=[O:12])[N:2]([NH2:1])[C:3](=[O:19])[N:4]3[CH:16]3[CH2:18][CH2:17]3)=[CH:9][C:8]=2[F:13])[CH2:30]1)[CH3:28])([CH3:21])([CH3:22])[CH3:23]. Given the reactants [NH2:1][N:2]1[C:11](=[O:12])[C:10]2[C:5](=[C:6]([CH3:15])[C:7](F)=[C:8]([F:13])[CH:9]=2)[N:4]([CH:16]2[CH2:18][CH2:17]2)[C:3]1=[O:19].[C:20]([O:24][C:25](=[O:34])[NH:26][C@H:27]([C@@H:29]1[CH2:33][CH2:32][NH:31][CH2:30]1)[CH3:28])([CH3:23])([CH3:22])[CH3:21].C(N(CC)CC)C.N1CCCC1, predict the reaction product. (2) Given the reactants [Cl:1][C:2]1[CH:3]=[C:4]2[C:8](=[CH:9][CH:10]=1)[NH:7][C:6]([C:11]([OH:13])=O)=[CH:5]2.C[O:15][C:16](=[O:35])[CH2:17][CH2:18][C:19]1[CH:24]=[CH:23][C:22]([O:25][C:26]2[CH:31]=[CH:30][CH:29]=[CH:28][C:27]=2[CH2:32][NH2:33])=[CH:21][C:20]=1[CH3:34], predict the reaction product. The product is: [Cl:1][C:2]1[CH:3]=[C:4]2[C:8](=[CH:9][CH:10]=1)[NH:7][C:6]([C:11]([NH:33][CH2:32][C:27]1[CH:28]=[CH:29][CH:30]=[CH:31][C:26]=1[O:25][C:22]1[CH:23]=[CH:24][C:19]([CH2:18][CH2:17][C:16]([OH:35])=[O:15])=[C:20]([CH3:34])[CH:21]=1)=[O:13])=[CH:5]2. (3) Given the reactants [CH:1]([N:4]1[CH2:9][CH2:8][N:7]([C:10]([C:12]2[CH:20]=[C:19]3[C:15]([C:16]([CH2:21][N:22]4[CH2:27][CH2:26][CH2:25][CH2:24][CH2:23]4)=[CH:17][NH:18]3)=[CH:14][CH:13]=2)=[O:11])[CH2:6][CH2:5]1)([CH3:3])[CH3:2].[H-].[Na+].[CH3:30][S:31](Cl)(=[O:33])=[O:32], predict the reaction product. The product is: [CH:1]([N:4]1[CH2:5][CH2:6][N:7]([C:10]([C:12]2[CH:20]=[C:19]3[C:15]([C:16]([CH2:21][N:22]4[CH2:23][CH2:24][CH2:25][CH2:26][CH2:27]4)=[CH:17][N:18]3[S:31]([CH3:30])(=[O:33])=[O:32])=[CH:14][CH:13]=2)=[O:11])[CH2:8][CH2:9]1)([CH3:3])[CH3:2]. (4) Given the reactants [OH-:1].[K+].[Br:3][C:4]1[CH:5]=[C:6]([C:10](=O)[C:11]([C:13]2[CH:18]=[CH:17][CH:16]=[CH:15]C=2)=O)[CH:7]=[CH:8][CH:9]=1.[CH3:20][NH:21][C:22]([NH2:24])=[S:23].[CH3:25]S(C)=O, predict the reaction product. The product is: [Br:3][C:4]1[CH:5]=[C:6]([C:10]2([C:11]3[CH:13]=[CH:18][CH:17]=[CH:16][CH:15]=3)[NH:24][C:22](=[S:23])[N:21]([CH3:25])[C:20]2=[O:1])[CH:7]=[CH:8][CH:9]=1. (5) Given the reactants C([Mg]Cl)(C)C.Br[C:7]1[C:12]([F:13])=[CH:11][CH:10]=[CH:9][N:8]=1.[Cl:14][C:15]1[N:20]=[C:19](I)[C:18]([NH2:22])=[CH:17][CH:16]=1, predict the reaction product. The product is: [Cl:14][C:15]1[N:20]=[C:19]([C:7]2[C:12]([F:13])=[CH:11][CH:10]=[CH:9][N:8]=2)[C:18]([NH2:22])=[CH:17][CH:16]=1. (6) Given the reactants [F:1][C:2]([F:10])([F:9])[C@H:3]([OH:8])[CH2:4][CH2:5][NH:6][CH3:7].[C:11]([O:15][C:16](O[C:16]([O:15][C:11]([CH3:14])([CH3:13])[CH3:12])=[O:17])=[O:17])([CH3:14])([CH3:13])[CH3:12], predict the reaction product. The product is: [CH3:7][N:6]([CH2:5][CH2:4][C@@H:3]([OH:8])[C:2]([F:10])([F:9])[F:1])[C:16](=[O:17])[O:15][C:11]([CH3:14])([CH3:13])[CH3:12]. (7) Given the reactants [CH2:1]([C:3]1[CH:8]=[CH:7][C:6]([C:9]2[CH:10]=[CH:11][C:12]([C:25]([O:27][CH2:28]C)=[O:26])=[N:13][C:14]=2[C:15]2[CH:20]=[CH:19][C:18]([C:21]([F:24])([F:23])[F:22])=[CH:17][CH:16]=2)=[CH:5][CH:4]=1)[CH3:2], predict the reaction product. The product is: [CH2:1]([C:3]1[CH:4]=[CH:5][C:6]([C:9]2[CH:10]=[CH:11][C:12]([C:25]([O:27][CH3:28])=[O:26])=[N:13][C:14]=2[C:15]2[CH:20]=[CH:19][C:18]([C:21]([F:22])([F:23])[F:24])=[CH:17][CH:16]=2)=[CH:7][CH:8]=1)[CH3:2].